From a dataset of Peptide-MHC class II binding affinity with 134,281 pairs from IEDB. Regression. Given a peptide amino acid sequence and an MHC pseudo amino acid sequence, predict their binding affinity value. This is MHC class II binding data. (1) The peptide sequence is EDLVRAYHAMSSTHE. The MHC is DRB1_1201 with pseudo-sequence DRB1_1201. The binding affinity (normalized) is 0.143. (2) The peptide sequence is SGVAATESAYLAYRN. The MHC is DRB1_0401 with pseudo-sequence DRB1_0401. The binding affinity (normalized) is 0.552. (3) The peptide sequence is DYVVMSAWYKEPN. The MHC is HLA-DPA10201-DPB10501 with pseudo-sequence HLA-DPA10201-DPB10501. The binding affinity (normalized) is 0.428. (4) The peptide sequence is DPDKDVDIMVRDGQL. The MHC is DRB1_0901 with pseudo-sequence DRB1_0901. The binding affinity (normalized) is 0.103. (5) The peptide sequence is KLKIQNVIIDECYGA. The MHC is HLA-DQA10501-DQB10301 with pseudo-sequence HLA-DQA10501-DQB10301. The binding affinity (normalized) is 0.303. (6) The peptide sequence is SYLIRALTLNTMTKD. The MHC is DRB1_1302 with pseudo-sequence DRB1_1302. The binding affinity (normalized) is 0.587. (7) The peptide sequence is LDAAYSVAYKAAVGA. The MHC is DRB1_0301 with pseudo-sequence DRB1_0301. The binding affinity (normalized) is 0.114. (8) The peptide sequence is LQIILSGKMAHLRKV. The MHC is DRB4_0101 with pseudo-sequence DRB4_0103. The binding affinity (normalized) is 0.435. (9) The peptide sequence is EAGKATTEEQKLIED. The MHC is HLA-DPA10201-DPB10501 with pseudo-sequence HLA-DPA10201-DPB10501. The binding affinity (normalized) is 0.136. (10) The peptide sequence is NFTVGRIIELFTAKG. The binding affinity (normalized) is 0.636. The MHC is DRB1_1501 with pseudo-sequence DRB1_1501.